This data is from Full USPTO retrosynthesis dataset with 1.9M reactions from patents (1976-2016). The task is: Predict the reactants needed to synthesize the given product. (1) Given the product [CH2:1]([O:3][C:4]([C:6]1[N:7]([C:26]2[CH:27]=[CH:28][C:29]([O:32][CH:33]([CH3:34])[CH3:35])=[CH:30][CH:31]=2)[C:8]2[C:13]([C:14]=1[NH:15][CH3:38])=[CH:12][C:11]([C:16]1[CH:21]=[CH:20][C:19]([C:22]([CH3:25])([CH3:24])[CH3:23])=[CH:18][CH:17]=1)=[CH:10][CH:9]=2)=[O:5])[CH3:2], predict the reactants needed to synthesize it. The reactants are: [CH2:1]([O:3][C:4]([C:6]1[N:7]([C:26]2[CH:31]=[CH:30][C:29]([O:32][CH:33]([CH3:35])[CH3:34])=[CH:28][CH:27]=2)[C:8]2[C:13]([C:14]=1[NH2:15])=[CH:12][C:11]([C:16]1[CH:21]=[CH:20][C:19]([C:22]([CH3:25])([CH3:24])[CH3:23])=[CH:18][CH:17]=1)=[CH:10][CH:9]=2)=[O:5])[CH3:2].[H-].[Na+].[CH3:38]I.O. (2) Given the product [CH3:1][O:2][C:3]1[CH:8]=[CH:7][CH:6]=[CH:5][C:4]=1[C:13]1[CH:18]=[CH:17][C:16]([C:19]2[C:28]3[C:23](=[CH:24][C:25]([S:29]([NH:32][C:33]4[CH:38]=[CH:37][N:36]=[CH:35][N:34]=4)(=[O:30])=[O:31])=[CH:26][CH:27]=3)[CH:22]=[CH:21][N:20]=2)=[C:15]([O:39][CH3:40])[CH:14]=1, predict the reactants needed to synthesize it. The reactants are: [CH3:1][O:2][C:3]1[CH:8]=[CH:7][CH:6]=[CH:5][C:4]=1B(O)O.Cl[C:13]1[CH:18]=[CH:17][C:16]([C:19]2[C:28]3[C:23](=[CH:24][C:25]([S:29]([NH:32][C:33]4[CH:38]=[CH:37][N:36]=[CH:35][N:34]=4)(=[O:31])=[O:30])=[CH:26][CH:27]=3)[CH:22]=[CH:21][N:20]=2)=[C:15]([O:39][CH3:40])[CH:14]=1.P([O-])([O-])([O-])=O.[K+].[K+].[K+].Cl. (3) The reactants are: [NH2:1][C:2]1[S:3][C:4]([C:10]2[C:15]([F:16])=[CH:14][C:13]([C:17]([OH:20])([CH3:19])[CH3:18])=[CH:12][C:11]=2[F:21])=[CH:5][C:6]=1[C:7]([NH2:9])=[O:8].Cl[C:23]1[N:28]=[C:27]([CH3:29])[C:26]([C:30]2[O:34][N:33]=[C:32]([CH2:35][CH2:36][OH:37])[N:31]=2)=[CH:25][CH:24]=1. Given the product [F:16][C:15]1[CH:14]=[C:13]([C:17]([OH:20])([CH3:18])[CH3:19])[CH:12]=[C:11]([F:21])[C:10]=1[C:4]1[S:3][C:2]([NH:1][C:23]2[CH:24]=[CH:25][C:26]([C:30]3[O:34][N:33]=[C:32]([CH2:35][CH2:36][OH:37])[N:31]=3)=[C:27]([CH3:29])[N:28]=2)=[C:6]([C:7]([NH2:9])=[O:8])[CH:5]=1, predict the reactants needed to synthesize it. (4) Given the product [CH3:23][N:20]1[CH2:21][CH2:22][N:18]([C:16]([NH:15][C:12]2[CH:11]=[C:10]([CH3:25])[C:9]([O:8][C:6]3[CH:5]=[CH:4][N:3]=[C:2]([N:30]4[CH:31]=[C:27]([CH3:26])[N:28]=[CH:29]4)[CH:7]=3)=[CH:14][N:13]=2)=[O:17])[C:19]1=[O:24], predict the reactants needed to synthesize it. The reactants are: Cl[C:2]1[CH:7]=[C:6]([O:8][C:9]2[C:10]([CH3:25])=[CH:11][C:12]([NH:15][C:16]([N:18]3[CH2:22][CH2:21][N:20]([CH3:23])[C:19]3=[O:24])=[O:17])=[N:13][CH:14]=2)[CH:5]=[CH:4][N:3]=1.[CH3:26][C:27]1[N:28]=[CH:29][NH:30][CH:31]=1.[O-]P([O-])([O-])=O.[K+].[K+].[K+]. (5) Given the product [CH2:13]([C:6]1[S:5][C:4]2[NH:1][C:2](=[S:3])[N:29]([CH2:28][CH2:27][CH2:26][N:24]3[CH:25]=[C:21]([CH3:20])[N:22]=[CH:23]3)[C:9](=[O:11])[C:8]=2[CH:7]=1)[C:14]1[CH:19]=[CH:18][CH:17]=[CH:16][CH:15]=1, predict the reactants needed to synthesize it. The reactants are: [N:1]([C:4]1[S:5][C:6]([CH2:13][C:14]2[CH:19]=[CH:18][CH:17]=[CH:16][CH:15]=2)=[CH:7][C:8]=1[C:9]([O:11]C)=O)=[C:2]=[S:3].[CH3:20][C:21]1[N:22]=[CH:23][N:24]([CH2:26][CH2:27][CH2:28][NH2:29])[CH:25]=1. (6) Given the product [Cl:15][C:16]1[N:21]([CH2:22][C:23]2[CH:28]=[CH:27][C:26]([Cl:29])=[CH:25][CH:24]=2)[C:20](=[O:30])[N:19]([CH2:8][CH3:9])[C:18](=[O:31])[CH:17]=1, predict the reactants needed to synthesize it. The reactants are: C(=O)([O-])[O-].[Cs+].[Cs+].Br[CH2:8][CH3:9].CN(C=O)C.[Cl:15][C:16]1[N:21]([CH2:22][C:23]2[CH:28]=[CH:27][C:26]([Cl:29])=[CH:25][CH:24]=2)[C:20](=[O:30])[NH:19][C:18](=[O:31])[CH:17]=1.